Dataset: Experimentally validated miRNA-target interactions with 360,000+ pairs, plus equal number of negative samples. Task: Binary Classification. Given a miRNA mature sequence and a target amino acid sequence, predict their likelihood of interaction. (1) The miRNA is mmu-miR-375-3p with sequence UUUGUUCGUUCGGCUCGCGUGA. Result: 0 (no interaction). The protein sequence of the target gene is MEKSKNFRIDALLAVDPPRAASAQSAPLALVTSLAAAASGTGGGGGGGGASGGTSGSCSPASSEPPAAPADRLRAESPSPPRLLAAHCALLPKPGFLGAGGGGGGTGGGHGGPHHHAHPGAAAAAAAAAAAAAAGGLALGLHPGGAQGGAGLPAQAALYGHPVYGYSAAAAAAALAGQHPALSYSYPQVQGAHPAHPADPIKLGAGTFQLDQWLRASTAGMILPKMPDFNSQAQSNLLGKCRRPRTAFTSQQLLELEHQFKLNKYLSRPKRFEVATSLMLTETQVKIWFQNRRMKWKRSK.... (2) The miRNA is mmu-miR-3572-3p with sequence UACACUUGUCCUUCUUUCCCCAG. The protein sequence of the target gene is MDASLEKIADPTLAEMGKNLKEAMRMLEKSPRRTEEENGKKPVSEDIPGPLQGSGQDMVSILQLVQNLMHGDEDEEPQSTRIQNIGEQGHMALLGHSLGAYISTLDKEKLRKLTTRILSDTTLWLRRIFRYENGCAYFHEEEREGLAKICRLAIHSRYEDFVVDGFNVLYNKKPVIYLSAAARPGLGQYLCNQLGLPFPCLCRVPCNTMFGSQHQMDVAFLEKLIKDDVERGRLPLLLVANAGTAAVGHTDKIGRLKELCEQYGIWLHVEGVNLATLALGYVSSSVLAATKCDSMTLTPG.... Result: 1 (interaction). (3) The miRNA is hsa-miR-4309 with sequence CUGGAGUCUAGGAUUCCA. The protein sequence of the target gene is MAGSQDIFDAIVMADERFHGEGYREGYEEGSSLGVMEGRQHGTLHGAKIGSEIGCYQGFAFAWKCLLHSCTTEKDSRKMKVLESLIGMIQKFPYDDPTYDKLHEDLDKIRGKFKQFCSLLNVQPDFKISAEGSGLSF. Result: 0 (no interaction). (4) The miRNA is hsa-miR-4325 with sequence UUGCACUUGUCUCAGUGA. The protein sequence of the target gene is MWPQPRLPPHPAMSEKTQQGKLAAAKKKLKAYWQRKSPGIPAGANRKKKVNGSSPDTATSGGYHSPGDSATGIYGEGRASSTTLQDLESQYQELAVALDSSSAIISQLTENINSLVRTSKEEKKHEIHLVQKLGRSLFKLKNQTAEPLAPEPPAGPSKVEQLQDETNHLRKELESVGRQLQAEVENNQMLSLLNRRQEERLREQEERLHEQEERLHEQEERLCEQEERLREQEERLCEQEERLREQEERLCEQEERLREQEERLCEQEERLREQEERLREQEERLCEQEERLCEQEERLR.... Result: 1 (interaction). (5) The miRNA is mmu-miR-139-5p with sequence UCUACAGUGCACGUGUCUCCAG. The protein sequence of the target gene is MSDTGGDRARLRRYTKLPVWVVEDHQEVLPFIYRAIGSKHLPDSNISFLHLDSHPDLLIPVNMPADTVFDKEALFGELSIENWIMPAVYAGHFSQVIWLHPTWAQQIREGKHCFLVGKDISTTTIRVTSTDSYFLSDGLFVPEDQLENRRPLQLDVILVEPYTLCSKQDDSDSVSSTKKPKLALGSGESSAAADGHSCSEGRRGDAVTPRSDHACQEPSCSRSGGQQSQNTATAGAILDILKTGDAFVLDIDLDFFSVKNPFKEMFTQDEYKILQELYQFKKPDSNLPEDGLVDVVEART.... Result: 1 (interaction). (6) The miRNA is hsa-miR-2682-3p with sequence CGCCUCUUCAGCGCUGUCUUCC. The protein sequence of the target gene is MAKATTIKEALSRWEEKTGQKPSDAKEIKLYAQIPPIEKMDASLSTLGNCEKLSLSTNCIEKIANLNGLKNLRILSLGRNNIKNLNGLEAVGETLEELWISYNFIEKLKGIHVMKKLKILYMSNNLVKDWAEFLKLAELPCLEDLVFVGNPLEEKHSAEGNWIDEATKRVPKLKKLDGTPVIKEDEEEES. Result: 0 (no interaction).